This data is from Forward reaction prediction with 1.9M reactions from USPTO patents (1976-2016). The task is: Predict the product of the given reaction. (1) Given the reactants [F:1][C:2]1[CH:9]=[CH:8][C:7]([O:10][CH3:11])=[CH:6][C:3]=1[CH:4]=O.[C:12]([O-])([O-])=[O:13].[K+].[K+].[C:18]([O:22][CH2:23][CH3:24])(=[O:21])[CH2:19][SH:20].[CH3:25][S:26]([CH3:28])=[O:27], predict the reaction product. The product is: [CH2:23]([O:22][C:18]([C:19]1[S:20][C:2]2[CH:9]=[CH:8][C:7]([O:10][CH3:11])=[CH:6][C:3]=2[CH:4]=1)=[O:21])[CH3:24].[CH2:23]([O:22][C:18](=[O:21])[CH2:25][S:26]([C:3]1[CH:6]=[C:7]([O:10][CH3:11])[C:8]([O:13][CH3:12])=[CH:9][C:2]=1[F:1])([OH:27])[CH3:28])[CH3:24]. (2) Given the reactants Br[CH:2](C)[CH2:3][CH2:4][O:5][C:6]1[CH:11]=[CH:10][C:9]([N:12]2[C:16]([C:17]3[C:18]([NH2:33])=[N:19][CH:20]=[C:21]([C:23]4[CH:24]=[N:25][N:26]([CH2:28][CH2:29][CH:30]([CH3:32])[CH3:31])[CH:27]=4)[CH:22]=3)=[N:15][N:14]=[N:13]2)=[C:8]([F:34])[C:7]=1[F:35].[NH:37]1[CH2:42][CH2:41][CH2:40][CH2:39][CH2:38]1.O.O1CCN(CCCCOC2C=CC(N3C(C4C(N)=NC=C(C5C=NN(CCC(C)C)C=5)C=4)=NN=N3)=C(F)C=2F)CC1, predict the reaction product. The product is: [N:37]1([CH2:2][CH2:3][CH2:4][O:5][C:6]2[CH:11]=[CH:10][C:9]([N:12]3[C:16]([C:17]4[C:18]([NH2:33])=[N:19][CH:20]=[C:21]([C:23]5[CH:24]=[N:25][N:26]([CH2:28][CH2:29][CH:30]([CH3:32])[CH3:31])[CH:27]=5)[CH:22]=4)=[N:15][N:14]=[N:13]3)=[C:8]([F:34])[C:7]=2[F:35])[CH2:42][CH2:41][CH2:40][CH2:39][CH2:38]1. (3) Given the reactants [CH:1]([N:4]1[C:8]([C:9]2[S:10][C:11]3[CH2:12][CH2:13][O:14][C:15]4[CH:22]=[CH:21][C:20]([C:23]5[C:24](=[O:29])[NH:25][CH:26]=[CH:27][CH:28]=5)=[CH:19][C:16]=4[C:17]=3[N:18]=2)=[N:7][CH:6]=[N:5]1)([CH3:3])[CH3:2].Br[CH2:31][C:32]([O:34]C)=[O:33], predict the reaction product. The product is: [CH:1]([N:4]1[C:8]([C:9]2[S:10][C:11]3[CH2:12][CH2:13][O:14][C:15]4[CH:22]=[CH:21][C:20]([C:23]5[C:24](=[O:29])[N:25]([CH2:31][C:32]([OH:34])=[O:33])[CH:26]=[CH:27][CH:28]=5)=[CH:19][C:16]=4[C:17]=3[N:18]=2)=[N:7][CH:6]=[N:5]1)([CH3:3])[CH3:2].